This data is from Full USPTO retrosynthesis dataset with 1.9M reactions from patents (1976-2016). The task is: Predict the reactants needed to synthesize the given product. Given the product [CH3:7][C:8]1[C:16]2[C:11](=[CH:12][C:13]([C:17]([N:19]3[CH2:20][CH2:21][C:22]4([CH2:33][C:32](=[O:34])[C:31]5[C:26](=[CH:27][CH:28]=[C:29]([C:35]6[CH:36]=[N:37][N:38]([CH3:40])[CH:39]=6)[CH:30]=5)[O:25]4)[CH2:23][CH2:24]3)=[O:18])=[CH:14][CH:15]=2)[N:10]([C:48]2[CH:49]=[CH:50][C:45]([C:43]([O:42][CH3:41])=[O:44])=[CH:46][CH:47]=2)[N:9]=1, predict the reactants needed to synthesize it. The reactants are: N1C=CC=CC=1.[CH3:7][C:8]1[C:16]2[C:11](=[CH:12][C:13]([C:17]([N:19]3[CH2:24][CH2:23][C:22]4([CH2:33][C:32](=[O:34])[C:31]5[C:26](=[CH:27][CH:28]=[C:29]([C:35]6[CH:36]=[N:37][N:38]([CH3:40])[CH:39]=6)[CH:30]=5)[O:25]4)[CH2:21][CH2:20]3)=[O:18])=[CH:14][CH:15]=2)[NH:10][N:9]=1.[CH3:41][O:42][C:43]([C:45]1[CH:50]=[CH:49][C:48](B(O)O)=[CH:47][CH:46]=1)=[O:44].